Dataset: Forward reaction prediction with 1.9M reactions from USPTO patents (1976-2016). Task: Predict the product of the given reaction. (1) Given the reactants [Si]([O:8][CH2:9][CH2:10][NH:11][C@H:12]1[CH2:17][CH2:16][C@H:15]([CH2:18][C:19]([NH:21][C@H:22]2[CH2:27][C:26]3[CH:28]=[CH:29][CH:30]=[C:31]([C:32]([OH:34])=[O:33])[C:25]=3[O:24][B:23]2[OH:35])=[O:20])[CH2:14][CH2:13]1)(C(C)(C)C)(C)C.Cl, predict the reaction product. The product is: [OH:35][B:23]1[C@@H:22]([NH:21][C:19](=[O:20])[CH2:18][C@H:15]2[CH2:16][CH2:17][C@H:12]([NH:11][CH2:10][CH2:9][OH:8])[CH2:13][CH2:14]2)[CH2:27][C:26]2[CH:28]=[CH:29][CH:30]=[C:31]([C:32]([OH:34])=[O:33])[C:25]=2[O:24]1. (2) The product is: [F:13][C:14]1[CH:19]=[CH:18][C:17]([C:5]2([CH2:7][C:8]([O:10][CH2:11][CH3:12])=[O:9])[CH2:6][O:3][CH2:4]2)=[CH:16][C:15]=1[N+:23]([O-:25])=[O:24]. Given the reactants [OH-].[K+].[O:3]1[CH2:6][C:5](=[CH:7][C:8]([O:10][CH2:11][CH3:12])=[O:9])[CH2:4]1.[F:13][C:14]1[CH:19]=[CH:18][C:17](B(O)O)=[CH:16][C:15]=1[N+:23]([O-:25])=[O:24].O1CCC1, predict the reaction product. (3) Given the reactants [CH2:1]([O:3][C:4](=[O:48])[CH2:5][CH2:6][CH2:7][O:8][C:9]1[CH:14]=[CH:13][CH:12]=[C:11]([CH2:15][CH2:16][CH2:17][CH2:18][CH2:19][CH2:20][O:21][C:22]2[CH:23]=[C:24]([C:33]3[CH:38]=[CH:37][C:36](F)=[C:35]([F:40])[CH:34]=3)[CH:25]=[C:26]([C:28](=[O:32])[N:29]([CH3:31])[CH3:30])[CH:27]=2)[C:10]=1[CH2:41][CH2:42][C:43]([O:45][CH2:46][CH3:47])=[O:44])[CH3:2].C(OC(=O)CCCOC1C=CC=C(CCCCCCOC2C=C(C(N3CC[C:80]([F:84])([F:83])[CH2:79]3)=O)C=C(Br)C=2)C=1CCC(OCC)=O)C.FC1C=C(B(O)O)C=CC=1.C(=O)([O-])[O-].[Cs+].[Cs+], predict the reaction product. The product is: [CH2:1]([O:3][C:4](=[O:48])[CH2:5][CH2:6][CH2:7][O:8][C:9]1[CH:14]=[CH:13][CH:12]=[C:11]([CH2:15][CH2:16][CH2:17][CH2:18][CH2:19][CH2:20][O:21][C:22]2[CH:23]=[C:24]([C:33]3[CH:38]=[CH:37][CH:36]=[C:35]([F:40])[CH:34]=3)[CH:25]=[C:26]([C:28]([N:29]3[CH2:31][CH2:79][C:80]([F:84])([F:83])[CH2:30]3)=[O:32])[CH:27]=2)[C:10]=1[CH2:41][CH2:42][C:43]([O:45][CH2:46][CH3:47])=[O:44])[CH3:2].